From a dataset of Full USPTO retrosynthesis dataset with 1.9M reactions from patents (1976-2016). Predict the reactants needed to synthesize the given product. (1) Given the product [NH2:3][C:4]1[N:8]([CH:9]2[CH2:14][CH2:13][CH2:12][CH2:11][CH2:10]2)[N:7]=[CH:6][C:5]=1[C:15]([NH2:16])=[O:1], predict the reactants needed to synthesize it. The reactants are: [OH:1]O.[NH2:3][C:4]1[N:8]([CH:9]2[CH2:14][CH2:13][CH2:12][CH2:11][CH2:10]2)[N:7]=[CH:6][C:5]=1[C:15]#[N:16]. (2) Given the product [S:1]1[CH2:5][CH2:4][N:3]=[C:2]1[C:6]1[NH:7][C:8]2[C:13]([CH:14]=1)=[CH:12][CH:11]=[CH:10][C:9]=2[NH:15][CH:28]1[CH2:29][CH2:30][N:25]([C:18]([O:20][C:21]([CH3:24])([CH3:23])[CH3:22])=[O:19])[CH2:26][CH2:27]1, predict the reactants needed to synthesize it. The reactants are: [S:1]1[CH2:5][CH2:4][N:3]=[C:2]1[C:6]1[NH:7][C:8]2[C:13]([CH:14]=1)=[CH:12][CH:11]=[CH:10][C:9]=2[N+:15]([O-])=O.[C:18]([N:25]1[CH2:30][CH2:29][C:28](=O)[CH2:27][CH2:26]1)([O:20][C:21]([CH3:24])([CH3:23])[CH3:22])=[O:19]. (3) Given the product [F:14][C:15]1[CH:20]=[CH:19][C:18]([N:21]2[CH2:25][C:24]3([CH2:26][CH2:27][N:28]([C:2]4[N:3]=[N:4][C:5]([C:8]5[O:12][N:11]=[C:10]([CH3:13])[N:9]=5)=[CH:6][CH:7]=4)[CH2:29][CH2:30]3)[O:23][C:22]2=[O:31])=[CH:17][CH:16]=1, predict the reactants needed to synthesize it. The reactants are: Cl[C:2]1[N:3]=[N:4][C:5]([C:8]2[O:12][N:11]=[C:10]([CH3:13])[N:9]=2)=[CH:6][CH:7]=1.[F:14][C:15]1[CH:20]=[CH:19][C:18]([N:21]2[CH2:25][C:24]3([CH2:30][CH2:29][NH:28][CH2:27][CH2:26]3)[O:23][C:22]2=[O:31])=[CH:17][CH:16]=1.C(=O)([O-])[O-].[K+].[K+]. (4) Given the product [CH2:1]([N:8]1[CH2:13][CH:12]2[CH2:14][CH:9]1[CH2:10][N:11]2[C:15]1[CH:20]=[CH:19][CH:18]=[CH:17][C:16]=1[NH2:21])[C:2]1[CH:3]=[CH:4][CH:5]=[CH:6][CH:7]=1, predict the reactants needed to synthesize it. The reactants are: [CH2:1]([N:8]1[CH2:13][CH:12]2[CH2:14][CH:9]1[CH2:10][N:11]2[C:15]1[CH:20]=[CH:19][CH:18]=[CH:17][C:16]=1[N+:21]([O-])=O)[C:2]1[CH:7]=[CH:6][CH:5]=[CH:4][CH:3]=1.[NH4+].[Cl-].